From a dataset of Peptide-MHC class II binding affinity with 134,281 pairs from IEDB. Regression. Given a peptide amino acid sequence and an MHC pseudo amino acid sequence, predict their binding affinity value. This is MHC class II binding data. (1) The peptide sequence is AKNMKNLVWNDELAY. The MHC is HLA-DQA10101-DQB10501 with pseudo-sequence HLA-DQA10101-DQB10501. The binding affinity (normalized) is 0.496. (2) The peptide sequence is SLKTALTGAMRVTKD. The MHC is DRB4_0101 with pseudo-sequence DRB4_0103. The binding affinity (normalized) is 0.0589. (3) The peptide sequence is PRFLEYSTSECHF. The MHC is DRB1_1501 with pseudo-sequence DRB1_1501. The binding affinity (normalized) is 0.390. (4) The peptide sequence is KRFFLPVFSDEVLAG. The MHC is H-2-IAb with pseudo-sequence H-2-IAb. The binding affinity (normalized) is 0.598. (5) The peptide sequence is GAYLEEQEQWKTANE. The MHC is DRB1_0301 with pseudo-sequence DRB1_0301. The binding affinity (normalized) is 0.266. (6) The peptide sequence is RAKDPPAGTRKIMKV. The MHC is HLA-DQA10201-DQB10301 with pseudo-sequence HLA-DQA10201-DQB10301. The binding affinity (normalized) is 0. (7) The peptide sequence is IFSQNMNIKLQMPLY. The MHC is DRB1_1001 with pseudo-sequence DRB1_1001. The binding affinity (normalized) is 0.523. (8) The peptide sequence is MLRFANPLSNPFY. The MHC is HLA-DPA10201-DPB10501 with pseudo-sequence HLA-DPA10201-DPB10501. The binding affinity (normalized) is 0.147. (9) The peptide sequence is LPPIVAKEIVASCDKC. The MHC is H-2-IAd with pseudo-sequence H-2-IAd. The binding affinity (normalized) is 0.485. (10) The peptide sequence is ILQLLKDFLELLRYL. The MHC is HLA-DQA10501-DQB10201 with pseudo-sequence HLA-DQA10501-DQB10201. The binding affinity (normalized) is 0.250.